This data is from Catalyst prediction with 721,799 reactions and 888 catalyst types from USPTO. The task is: Predict which catalyst facilitates the given reaction. (1) Reactant: [Li+].[OH-].C[O:4][C:5](=[O:25])[CH2:6][C:7]1[CH:8]=[C:9]([C:19]2[CH:24]=[CH:23][CH:22]=[CH:21][CH:20]=2)[CH:10]=[C:11]([C:13](=[O:18])[NH:14][CH2:15][CH2:16][CH3:17])[CH:12]=1.CO.O. Product: [CH2:15]([NH:14][C:13]([C:11]1[CH:12]=[C:7]([CH2:6][C:5]([OH:25])=[O:4])[CH:8]=[C:9]([C:19]2[CH:24]=[CH:23][CH:22]=[CH:21][CH:20]=2)[CH:10]=1)=[O:18])[CH2:16][CH3:17]. The catalyst class is: 6. (2) Reactant: [CH3:1][S:2]([N:5]1[CH2:10][CH2:9][CH:8]([CH:11]([O:16][Si](CC)(CC)CC)[C:12]([F:15])([F:14])[F:13])[CH2:7][CH2:6]1)(=[O:4])=[O:3].Cl.C(=O)(O)[O-].[Na+].C(OCC)(=O)C. The catalyst class is: 7. Product: [CH3:1][S:2]([N:5]1[CH2:10][CH2:9][CH:8]([CH:11]([OH:16])[C:12]([F:15])([F:14])[F:13])[CH2:7][CH2:6]1)(=[O:3])=[O:4]. (3) Reactant: F[P-](F)(F)(F)(F)F.Br[P+](N1CCCC1)(N1CCCC1)N1CCCC1.[ClH:25].[F:26][C:27]1[CH:35]=[CH:34][C:30]([C:31]([OH:33])=O)=[CH:29][C:28]=1[O:36][C:37]1[CH:42]=[CH:41][N:40]=[C:39]([NH:43][C:44]2[S:45][CH:46]=[C:47]([CH3:49])[N:48]=2)[CH:38]=1.[NH2:50][CH2:51][CH2:52][N:53]1[CH2:57][CH2:56][CH2:55][CH2:54]1.CN(C=O)C. Product: [ClH:25].[ClH:25].[F:26][C:27]1[CH:35]=[CH:34][C:30]([C:31]([NH:50][CH2:51][CH2:52][N:53]2[CH2:57][CH2:56][CH2:55][CH2:54]2)=[O:33])=[CH:29][C:28]=1[O:36][C:37]1[CH:42]=[CH:41][N:40]=[C:39]([NH:43][C:44]2[S:45][CH:46]=[C:47]([CH3:49])[N:48]=2)[CH:38]=1. The catalyst class is: 6. (4) Reactant: ClCCl.C([O-])(=O)C.[K+].[B:18]1([B:18]2[O:22][C:21]([CH3:24])([CH3:23])[C:20]([CH3:26])([CH3:25])[O:19]2)[O:22][C:21]([CH3:24])([CH3:23])[C:20]([CH3:26])([CH3:25])[O:19]1.Br[C:28]1[CH:29]=[CH:30][C:31]2[NH:36][CH2:35][CH:34]([CH3:37])[O:33][C:32]=2[CH:38]=1. Product: [CH3:37][CH:34]1[O:33][C:32]2[CH:38]=[C:28]([B:18]3[O:19][C:20]([CH3:25])([CH3:26])[C:21]([CH3:23])([CH3:24])[O:22]3)[CH:29]=[CH:30][C:31]=2[NH:36][CH2:35]1. The catalyst class is: 12.